Dataset: Catalyst prediction with 721,799 reactions and 888 catalyst types from USPTO. Task: Predict which catalyst facilitates the given reaction. Reactant: [CH3:1][N:2]1[C:9]([C:10]([F:13])([F:12])[F:11])=[CH:8][C:6](=[O:7])[N:5]([C:14]2[CH:15]=[CH:16][C:17]3[S:21][N:20]=[C:19]([CH:22]4[O:26][CH:25]([CH2:27][S:28][CH3:29])[CH2:24][O:23]4)[C:18]=3[CH:30]=2)[C:3]1=[O:4].ClC1C=CC=C(C(OO)=[O:39])C=1. Product: [CH3:1][N:2]1[C:9]([C:10]([F:11])([F:12])[F:13])=[CH:8][C:6](=[O:7])[N:5]([C:14]2[CH:15]=[CH:16][C:17]3[S:21][N:20]=[C:19]([CH:22]4[O:26][CH:25]([CH2:27][S:28]([CH3:29])=[O:39])[CH2:24][O:23]4)[C:18]=3[CH:30]=2)[C:3]1=[O:4]. The catalyst class is: 2.